Predict the reactants needed to synthesize the given product. From a dataset of Full USPTO retrosynthesis dataset with 1.9M reactions from patents (1976-2016). (1) Given the product [ClH:19].[C:10]([NH:9][C:3]1[CH:4]=[C:5]([CH:6]=[CH:7][C:2]=1[F:1])[NH:8][C:20]1[C:29]2[C:24](=[C:25]([O:34][CH3:35])[C:26]([O:32][CH3:33])=[C:27]([O:30][CH3:31])[CH:28]=2)[N:23]=[CH:22][N:21]=1)(=[O:17])[C:11]1[CH:16]=[CH:15][CH:14]=[CH:13][CH:12]=1, predict the reactants needed to synthesize it. The reactants are: [F:1][C:2]1[CH:7]=[CH:6][C:5]([NH2:8])=[CH:4][C:3]=1[NH:9][C:10](=[O:17])[C:11]1[CH:16]=[CH:15][CH:14]=[CH:13][CH:12]=1.Cl.[Cl:19][C:20]1[C:29]2[C:24](=[C:25]([O:34][CH3:35])[C:26]([O:32][CH3:33])=[C:27]([O:30][CH3:31])[CH:28]=2)[N:23]=[CH:22][N:21]=1. (2) Given the product [Cl:1][C:2]1[CH:7]=[C:6]([Cl:8])[C:5]([O:9][CH:27]([C:28]([O:30][CH2:31][CH3:32])=[O:29])[CH3:33])=[CH:4][C:3]=1[N:10]=[C:11]([N:15]1[CH2:19][CH2:18][CH2:17][CH2:16]1)[C:12]([NH2:14])=[O:13], predict the reactants needed to synthesize it. The reactants are: [Cl:1][C:2]1[CH:7]=[C:6]([Cl:8])[C:5]([OH:9])=[CH:4][C:3]=1[N:10]=[C:11]([N:15]1[CH2:19][CH2:18][CH2:17][CH2:16]1)[C:12]([NH2:14])=[O:13].C(=O)([O-])[O-].[K+].[K+].Br[CH:27]([CH3:33])[C:28]([O:30][CH2:31][CH3:32])=[O:29]. (3) Given the product [C:18]([O:22][C:23](=[O:24])[N:5]([CH2:7][CH2:8][CH:9]=[CH2:10])[CH2:1][CH2:2][CH:3]=[CH2:4])([CH3:21])([CH3:20])[CH3:19], predict the reactants needed to synthesize it. The reactants are: [CH2:1]([NH2:5])[CH2:2][CH:3]=[CH2:4].Br[CH2:7][CH2:8][CH:9]=[CH2:10].C(N(CC)CC)C.[C:18]([O:22][C:23](O[C:23]([O:22][C:18]([CH3:21])([CH3:20])[CH3:19])=[O:24])=[O:24])([CH3:21])([CH3:20])[CH3:19]. (4) The reactants are: COC1C=CC(C[N:8]2[CH:12]=[C:11]([C:13]3[N:14]=[C:15]([NH:24][C:25]4[CH:30]=[CH:29][CH:28]=[CH:27][N:26]=4)[S:16][C:17]=3[N:18]3[CH2:23][CH2:22][CH2:21][CH2:20][CH2:19]3)[CH:10]=[N:9]2)=CC=1. Given the product [N:18]1([C:17]2[S:16][C:15]([NH:24][C:25]3[CH:30]=[CH:29][CH:28]=[CH:27][N:26]=3)=[N:14][C:13]=2[C:11]2[CH:10]=[N:9][NH:8][CH:12]=2)[CH2:19][CH2:20][CH2:21][CH2:22][CH2:23]1, predict the reactants needed to synthesize it.